Dataset: Peptide-MHC class II binding affinity with 134,281 pairs from IEDB. Task: Regression. Given a peptide amino acid sequence and an MHC pseudo amino acid sequence, predict their binding affinity value. This is MHC class II binding data. (1) The peptide sequence is SNQVKFYFNKRLN. The MHC is DRB1_0401 with pseudo-sequence DRB1_0401. The binding affinity (normalized) is 0.0392. (2) The peptide sequence is IHRIRTLIGQEKYTD. The MHC is DRB1_0801 with pseudo-sequence DRB1_0801. The binding affinity (normalized) is 0.476.